From a dataset of Reaction yield outcomes from USPTO patents with 853,638 reactions. Predict the reaction yield, written as a fraction of the theoretical maximum amount of product (1.0 means a 100% yield; for example, 0.34 means a 34% yield). (1) The reactants are [F:1][C:2]1[CH:8]=[CH:7][C:5]([NH2:6])=[CH:4][CH:3]=1.Cl[C:10]1[CH:15]=[CH:14][CH:13]=[CH:12][N:11]=1.[OH-].[Na+]. The catalyst is C(OCC)(=O)C. The product is [F:1][C:2]1[CH:8]=[CH:7][C:5]([NH:6][C:10]2[CH:15]=[CH:14][CH:13]=[CH:12][N:11]=2)=[CH:4][CH:3]=1. The yield is 0.830. (2) The reactants are [N:1]1([C:10]([O:12][CH2:13][C:14]2[CH:19]=[CH:18][CH:17]=[CH:16][CH:15]=2)=[O:11])[CH2:5][CH2:4][CH:3]([C:6]([O:8][CH3:9])=[O:7])[CH2:2]1.[CH3:20][Si]([N-][Si](C)(C)C)(C)C.[Li+].CI.[Cl-].[NH4+]. The catalyst is C1COCC1. The product is [CH3:20][C:3]1([C:6]([O:8][CH3:9])=[O:7])[CH2:4][CH2:5][N:1]([C:10]([O:12][CH2:13][C:14]2[CH:19]=[CH:18][CH:17]=[CH:16][CH:15]=2)=[O:11])[CH2:2]1. The yield is 0.750. (3) The yield is 0.970. No catalyst specified. The reactants are [CH2:1]([O:5][CH:6]1[CH2:13][CH2:12][CH2:11][CH2:10][CH2:9][C:8]#[C:7]1)[CH2:2][CH:3]=[CH2:4].[CH2:14]([O:16][SiH:17]([O:21][CH2:22][CH3:23])[O:18][CH2:19][CH3:20])[CH3:15]. The product is [CH:6]1([O:5][CH2:1][CH2:2][CH2:3][CH2:4][Si:17]([O:21][CH2:22][CH3:23])([O:18][CH2:19][CH3:20])[O:16][CH2:14][CH3:15])[CH2:13][CH2:12][CH2:11][CH2:10][CH2:9][C:8]#[C:7]1. (4) The reactants are FC(F)(F)C(O)=O.ClCCl.[NH2:11][C:12]1[N:17]=[CH:16][N:15]=[C:14]2[N:18]([CH:34]3[CH2:38][CH2:37][N:36](C(OC(C)(C)C)=O)[CH2:35]3)[N:19]=[C:20]([C:21]3[CH:26]=[CH:25][C:24]([O:27][C:28]4[CH:33]=[CH:32][CH:31]=[CH:30][CH:29]=4)=[CH:23][CH:22]=3)[C:13]=12. The catalyst is ClCCl. The product is [O:27]([C:24]1[CH:23]=[CH:22][C:21]([C:20]2[C:13]3[C:14](=[N:15][CH:16]=[N:17][C:12]=3[NH2:11])[N:18]([CH:34]3[CH2:38][CH2:37][NH:36][CH2:35]3)[N:19]=2)=[CH:26][CH:25]=1)[C:28]1[CH:33]=[CH:32][CH:31]=[CH:30][CH:29]=1. The yield is 0.910. (5) The reactants are [Cl:1][C:2]1[CH:7]=[CH:6][CH:5]=[C:4]([Cl:8])[C:3]=1[CH2:9][CH2:10][OH:11].C(OI1(OC(=O)C)(OC(=O)C)C2C(=CC=CC=2)C(=O)O1)(=O)C.C([O-])(O)=O.[Na+].[O-]S([O-])(=S)=O.[Na+].[Na+]. The catalyst is C(Cl)Cl. The product is [Cl:1][C:2]1[CH:7]=[CH:6][CH:5]=[C:4]([Cl:8])[C:3]=1[CH2:9][CH:10]=[O:11]. The yield is 0.700. (6) The reactants are [Br:1][C:2]1[C:11]2[C:6](=[C:7]([Cl:12])[CH:8]=[CH:9][CH:10]=2)[CH:5]=[CH:4][C:3]=1[CH:13]=O.[OH-].[K+].O.NN.O. The catalyst is C(O)COCCO. The product is [Br:1][C:2]1[C:11]2[C:6](=[C:7]([Cl:12])[CH:8]=[CH:9][CH:10]=2)[CH:5]=[CH:4][C:3]=1[CH3:13]. The yield is 0.660.